Dataset: Reaction yield outcomes from USPTO patents with 853,638 reactions. Task: Predict the reaction yield, written as a fraction of the theoretical maximum amount of product (1.0 means a 100% yield; for example, 0.34 means a 34% yield). (1) The reactants are [C:1]1([CH2:7][CH2:8][C:9]([N:11]2[CH2:16][CH2:15][CH:14]([CH2:17][N:18]3[C:26]4[C:21](=[N:22][C:23]([C:27]5[CH:28]=[N:29][N:30](C6CCCCO6)[CH:31]=5)=[CH:24][CH:25]=4)[CH:20]=[CH:19]3)[CH2:13][CH2:12]2)=[O:10])[CH:6]=[CH:5][CH:4]=[CH:3][CH:2]=1.C1(C)C=CC(S(O)(=O)=O)=CC=1. The catalyst is CO.ClCCl. The product is [NH:29]1[CH:28]=[C:27]([C:23]2[N:22]=[C:21]3[CH:20]=[CH:19][N:18]([CH2:17][CH:14]4[CH2:15][CH2:16][N:11]([C:9](=[O:10])[CH2:8][CH2:7][C:1]5[CH:2]=[CH:3][CH:4]=[CH:5][CH:6]=5)[CH2:12][CH2:13]4)[C:26]3=[CH:25][CH:24]=2)[CH:31]=[N:30]1. The yield is 0.750. (2) The reactants are CC(C)([O-])C.[K+].[Br-].[O:8]1[CH2:12][CH2:11][O:10][CH:9]1[CH2:13][CH2:14][P+](C1C=CC=CC=1)(C1C=CC=CC=1)C1C=CC=CC=1.O=[C:35]1[CH2:38][N:37]([C:39]([O:41][CH2:42][C:43]2[CH:48]=[CH:47][CH:46]=[CH:45][CH:44]=2)=[O:40])[CH2:36]1. The catalyst is CCOCC. The product is [O:10]1[CH2:11][CH2:12][O:8][CH:9]1[CH2:13][CH:14]=[C:35]1[CH2:36][N:37]([C:39]([O:41][CH2:42][C:43]2[CH:48]=[CH:47][CH:46]=[CH:45][CH:44]=2)=[O:40])[CH2:38]1. The yield is 0.150. (3) The reactants are [CH:1]1([C:4]2[C:13]3[C:8](=[CH:9][CH:10]=[CH:11][CH:12]=3)[C:7]([N+:14]([O-])=O)=[CH:6][CH:5]=2)[CH2:3][CH2:2]1. The catalyst is C(O)C.[Pd]. The product is [NH2:14][C:7]1[C:8]2[C:13](=[CH:12][CH:11]=[CH:10][CH:9]=2)[C:4]([CH:1]2[CH2:3][CH2:2]2)=[CH:5][CH:6]=1. The yield is 0.730. (4) The product is [C:25]([C:22]1[CH:23]=[C:24]2[C:19](=[CH:20][CH:21]=1)[NH:18][CH:17]=[C:16]2[CH2:15][CH2:14][CH2:13][CH2:12][N:39]1[CH2:40][CH2:41][N:36]([C:30]2[S:31][C:32]([C:33]([NH2:35])=[O:34])=[C:28]([CH3:27])[N:29]=2)[CH2:37][CH2:38]1)#[N:26]. The reactants are CC1C=CC(S(O[CH2:12][CH2:13][CH2:14][CH2:15][C:16]2[C:24]3[C:19](=[CH:20][CH:21]=[C:22]([C:25]#[N:26])[CH:23]=3)[NH:18][CH:17]=2)(=O)=O)=CC=1.[CH3:27][C:28]1[N:29]=[C:30]([N:36]2[CH2:41][CH2:40][NH:39][CH2:38][CH2:37]2)[S:31][C:32]=1[C:33]([NH2:35])=[O:34].C(=O)([O-])[O-].[K+].[K+].[I-].[K+]. The yield is 0.810. The catalyst is C(#N)C. (5) The reactants are Cl[C:2]([O:4][CH3:5])=[O:3].[CH2:6]([O:8][C:9](=[O:20])[CH:10]([N:12]1[CH2:17][CH2:16][CH2:15][CH:14]([NH2:18])[C:13]1=[O:19])[CH3:11])[CH3:7].CN1CCOCC1. The catalyst is ClCCl. The product is [CH2:6]([O:8][C:9](=[O:20])[CH:10]([N:12]1[CH2:17][CH2:16][CH2:15][CH:14]([NH:18][C:2]([O:4][CH3:5])=[O:3])[C:13]1=[O:19])[CH3:11])[CH3:7]. The yield is 0.750. (6) The reactants are CCN=C=NCCCN(C)C.CN(C=O)C.[C:17]1([N:23]2[C:31]3[C:26](=[CH:27][CH:28]=[CH:29][CH:30]=3)[CH:25]=[C:24]2[C:32](O)=[O:33])[CH:22]=[CH:21][CH:20]=[CH:19][CH:18]=1.[NH2:35][C@H:36]([C:40]([NH:42][CH:43]([CH:52]([OH:55])[CH2:53][F:54])[CH2:44][C:45]([O:47][C:48]([CH3:51])([CH3:50])[CH3:49])=[O:46])=[O:41])[CH:37]([CH3:39])[CH3:38]. The catalyst is CN(C1C=CN=CC=1)C.C(Cl)Cl. The product is [C:17]1([N:23]2[C:31]3[C:26](=[CH:27][CH:28]=[CH:29][CH:30]=3)[CH:25]=[C:24]2[C:32]([NH:35][C@H:36]([C:40]([NH:42][CH:43]([CH:52]([OH:55])[CH2:53][F:54])[CH2:44][C:45]([O:47][C:48]([CH3:49])([CH3:50])[CH3:51])=[O:46])=[O:41])[CH:37]([CH3:38])[CH3:39])=[O:33])[CH:22]=[CH:21][CH:20]=[CH:19][CH:18]=1. The yield is 0.780.